This data is from Forward reaction prediction with 1.9M reactions from USPTO patents (1976-2016). The task is: Predict the product of the given reaction. Given the reactants F[C:2](F)(F)[C:3](O)=O.Cl[C:9]1[N:14]=[C:13]([CH3:15])[C:12]([CH2:16][O:17][C:18]2[CH:23]=[C:22]([CH:24]([CH3:26])[CH3:25])[CH:21]=[CH:20][C:19]=2[CH3:27])=[C:11]([N:28]2[CH2:33][CH2:32][NH:31][CH2:30][CH2:29]2)[N:10]=1.Br[CH2:35][C:36]([NH2:38])=[O:37].C(=O)([O-])[O-].[K+].[K+], predict the reaction product. The product is: [CH3:27][C:19]1[CH:18]=[CH:23][CH:22]=[C:3]([CH3:2])[C:20]=1[C:9]1[N:10]=[C:11]([N:28]2[CH2:33][CH2:32][N:31]([CH2:35][C:36]([NH2:38])=[O:37])[CH2:30][CH2:29]2)[C:12]([CH2:16][O:17][C:18]2[CH:23]=[C:22]([CH:24]([CH3:26])[CH3:25])[CH:21]=[CH:20][C:19]=2[CH3:27])=[C:13]([CH3:15])[N:14]=1.